Dataset: NCI-60 drug combinations with 297,098 pairs across 59 cell lines. Task: Regression. Given two drug SMILES strings and cell line genomic features, predict the synergy score measuring deviation from expected non-interaction effect. (1) Synergy scores: CSS=64.1, Synergy_ZIP=-2.32, Synergy_Bliss=-4.37, Synergy_Loewe=-5.73, Synergy_HSA=-5.19. Drug 2: COCCOC1=C(C=C2C(=C1)C(=NC=N2)NC3=CC=CC(=C3)C#C)OCCOC.Cl. Cell line: MOLT-4. Drug 1: C1CN(CCN1C(=O)CCBr)C(=O)CCBr. (2) Drug 1: CC1CCC2CC(C(=CC=CC=CC(CC(C(=O)C(C(C(=CC(C(=O)CC(OC(=O)C3CCCCN3C(=O)C(=O)C1(O2)O)C(C)CC4CCC(C(C4)OC)O)C)C)O)OC)C)C)C)OC. Drug 2: CC1CCC2CC(C(=CC=CC=CC(CC(C(=O)C(C(C(=CC(C(=O)CC(OC(=O)C3CCCCN3C(=O)C(=O)C1(O2)O)C(C)CC4CCC(C(C4)OC)OCCO)C)C)O)OC)C)C)C)OC. Cell line: SF-539. Synergy scores: CSS=7.41, Synergy_ZIP=-6.68, Synergy_Bliss=-3.68, Synergy_Loewe=-7.83, Synergy_HSA=-4.47. (3) Drug 1: CC1=C(C(=CC=C1)Cl)NC(=O)C2=CN=C(S2)NC3=CC(=NC(=N3)C)N4CCN(CC4)CCO. Drug 2: N.N.Cl[Pt+2]Cl. Cell line: U251. Synergy scores: CSS=33.8, Synergy_ZIP=2.02, Synergy_Bliss=-0.0214, Synergy_Loewe=-3.60, Synergy_HSA=-3.08. (4) Drug 1: CC1=C(C=C(C=C1)C(=O)NC2=CC(=CC(=C2)C(F)(F)F)N3C=C(N=C3)C)NC4=NC=CC(=N4)C5=CN=CC=C5. Drug 2: CCN(CC)CCCC(C)NC1=C2C=C(C=CC2=NC3=C1C=CC(=C3)Cl)OC. Cell line: MDA-MB-231. Synergy scores: CSS=9.25, Synergy_ZIP=-8.46, Synergy_Bliss=-5.58, Synergy_Loewe=-2.75, Synergy_HSA=-2.50. (5) Drug 1: CN(C)C1=NC(=NC(=N1)N(C)C)N(C)C. Drug 2: C1C(C(OC1N2C=NC3=C(N=C(N=C32)Cl)N)CO)O. Cell line: MCF7. Synergy scores: CSS=-4.59, Synergy_ZIP=1.99, Synergy_Bliss=0.0956, Synergy_Loewe=-5.57, Synergy_HSA=-3.92. (6) Drug 1: CCC1(CC2CC(C3=C(CCN(C2)C1)C4=CC=CC=C4N3)(C5=C(C=C6C(=C5)C78CCN9C7C(C=CC9)(C(C(C8N6C=O)(C(=O)OC)O)OC(=O)C)CC)OC)C(=O)OC)O.OS(=O)(=O)O. Drug 2: C(CC(=O)O)C(=O)CN.Cl. Cell line: NCI-H322M. Synergy scores: CSS=13.5, Synergy_ZIP=-3.46, Synergy_Bliss=4.43, Synergy_Loewe=2.82, Synergy_HSA=2.49. (7) Drug 1: C1=CN(C(=O)N=C1N)C2C(C(C(O2)CO)O)O.Cl. Drug 2: C1=NC2=C(N=C(N=C2N1C3C(C(C(O3)CO)O)O)F)N. Cell line: SNB-75. Synergy scores: CSS=6.30, Synergy_ZIP=-0.922, Synergy_Bliss=2.96, Synergy_Loewe=-2.03, Synergy_HSA=2.72.